The task is: Predict the product of the given reaction.. This data is from Forward reaction prediction with 1.9M reactions from USPTO patents (1976-2016). (1) The product is: [F:11][C:5]1[CH:6]=[C:7]([N+:8]([O-:10])=[O:9])[C:2]([NH2:12])=[N:3][CH:4]=1. Given the reactants Br[C:2]1[C:7]([N+:8]([O-:10])=[O:9])=[CH:6][C:5]([F:11])=[CH:4][N:3]=1.[NH3:12], predict the reaction product. (2) Given the reactants [Cl:1][C:2]1[CH:9]=[C:8]([C:10]2[NH:14][N:13]=[CH:12][C:11]=2[Cl:15])[CH:7]=[CH:6][C:3]=1[C:4]#[N:5].O[CH2:17][C@@H:18]([NH:20]C(=O)OC(C)(C)C)[CH3:19].C1(P(C2C=CC=CC=2)C2C=CC=CC=2)C=CC=CC=1.N(C(OC(C)(C)C)=O)=NC(OC(C)(C)C)=O, predict the reaction product. The product is: [NH2:20][C@@H:18]([CH3:19])[CH2:17][N:13]1[CH:12]=[C:11]([Cl:15])[C:10]([C:8]2[CH:7]=[CH:6][C:3]([C:4]#[N:5])=[C:2]([Cl:1])[CH:9]=2)=[N:14]1. (3) Given the reactants FC1C=CC(C[N:7]2C(=O)N(C3SC(C(O)=O)=C(C)N=3)C=N2)=CC=1.[CH3:24][C:25]1[N:26]=[C:27]([N:33]2[CH2:37][CH2:36][N:35]([CH2:38][CH2:39][CH2:40][C:41]([F:44])([F:43])[F:42])[C:34]2=[O:45])[S:28][C:29]=1[C:30](O)=[O:31], predict the reaction product. The product is: [CH3:24][C:25]1[N:26]=[C:27]([N:33]2[CH2:37][CH2:36][N:35]([CH2:38][CH2:39][CH2:40][C:41]([F:44])([F:43])[F:42])[C:34]2=[O:45])[S:28][C:29]=1[C:30]([NH2:7])=[O:31]. (4) The product is: [NH2:8][C:5]1[N:6]=[CH:7][C:2]([C:15]#[N:16])=[CH:3][C:4]=1[CH3:9]. Given the reactants Br[C:2]1[CH:3]=[C:4]([CH3:9])[C:5]([NH2:8])=[N:6][CH:7]=1.[Cl-].[NH4+].[OH-].[NH4+].O.[CH3:15][N:16](C=O)C.O, predict the reaction product. (5) Given the reactants [CH:1]1([NH:4][CH2:5][CH:6]2[CH2:9][N:8]([C:10]([C:12]3[CH:13]=[C:14]([CH:27]=[CH:28][C:29]=3[F:30])[CH2:15][C:16]3[C:25]4[C:20](=[CH:21][CH:22]=[CH:23][CH:24]=4)[C:19](=[O:26])[NH:18][N:17]=3)=[O:11])[CH2:7]2)[CH2:3][CH2:2]1.C([O-])([O-])=O.[Na+].[Na+].Br[CH2:38][C:39]#[CH:40], predict the reaction product. The product is: [CH:1]1([N:4]([CH2:5][CH:6]2[CH2:7][N:8]([C:10]([C:12]3[CH:13]=[C:14]([CH:27]=[CH:28][C:29]=3[F:30])[CH2:15][C:16]3[C:25]4[C:20](=[CH:21][CH:22]=[CH:23][CH:24]=4)[C:19](=[O:26])[NH:18][N:17]=3)=[O:11])[CH2:9]2)[CH2:40][C:39]#[CH:38])[CH2:2][CH2:3]1.